Dataset: Catalyst prediction with 721,799 reactions and 888 catalyst types from USPTO. Task: Predict which catalyst facilitates the given reaction. (1) Product: [C:1]([C:5]1[N:10]=[C:9]([N:11]2[CH2:12][CH2:13][N:14]([CH2:17][CH2:18][C@H:19]3[CH2:20][CH2:21][C@H:22]([NH2:25])[CH2:23][CH2:24]3)[CH2:15][CH2:16]2)[CH:8]=[C:7]([CH:29]2[CH2:32][CH2:31][CH2:30]2)[N:6]=1)([CH3:4])([CH3:2])[CH3:3]. Reactant: [C:1]([C:5]1[N:10]=[C:9]([N:11]2[CH2:16][CH2:15][N:14]([CH2:17][CH2:18][C@H:19]3[CH2:24][CH2:23][C@H:22]([NH:25]C(=O)[O-])[CH2:21][CH2:20]3)[CH2:13][CH2:12]2)[CH:8]=[C:7]([CH:29]2[CH2:32][CH2:31][CH2:30]2)[N:6]=1)([CH3:4])([CH3:3])[CH3:2]. The catalyst class is: 601. (2) Reactant: [CH3:1][C:2]1[CH:3]=[C:4]([O:9][CH3:10])[CH:5]=[C:6]([CH3:8])[CH:7]=1.[Br:11]N1C(=O)CCC1=O.N(C(C)(C)C#N)=NC(C)(C)C#N. Product: [Br:11][CH2:1][C:2]1[CH:7]=[C:6]([CH3:8])[CH:5]=[C:4]([O:9][CH3:10])[CH:3]=1. The catalyst class is: 53. (3) Reactant: [CH2:1]([N:8]1[CH:14]([CH3:15])[CH2:13][CH2:12][O:11][CH2:10][C:9]1=O)[C:2]1[CH:7]=[CH:6][CH:5]=[CH:4][CH:3]=1. Product: [CH2:1]([N:8]1[CH:14]([CH3:15])[CH2:13][CH2:12][O:11][CH2:10][CH2:9]1)[C:2]1[CH:3]=[CH:4][CH:5]=[CH:6][CH:7]=1. The catalyst class is: 7. (4) Reactant: [Cl:1][C:2]1[CH:7]=[C:6]([F:8])[CH:5]=[CH:4][C:3]=1[CH:9]1[CH2:14][CH:13]([OH:15])[CH2:12][N:11]([N:16]=[C:17]([NH:20][CH:21]2[CH2:26][CH2:25][N:24]([C:27]([O:29][C:30]([CH3:33])([CH3:32])[CH3:31])=[O:28])[CH2:23][CH2:22]2)SC)[C:10]1=O.[N-:35]=[N+]=[N-].[Na+]. Product: [Cl:1][C:2]1[CH:7]=[C:6]([F:8])[CH:5]=[CH:4][C:3]=1[CH:9]1[CH2:14][CH:13]([OH:15])[CH2:12][N:11]2[N:16]=[C:17]([NH:20][CH:21]3[CH2:22][CH2:23][N:24]([C:27]([O:29][C:30]([CH3:31])([CH3:33])[CH3:32])=[O:28])[CH2:25][CH2:26]3)[N:35]=[C:10]12. The catalyst class is: 3. (5) Product: [F:15][C:16]1[CH:29]=[CH:28][C:19]([CH2:20][CH:21]2[CH2:26][CH2:25][CH:24]([NH:13][C@@H:9]3[CH2:10][O:11][CH2:12][C@H:8]3[NH:7][C:6](=[O:14])[O:5][C:1]([CH3:4])([CH3:2])[CH3:3])[CH2:23][CH2:22]2)=[CH:18][CH:17]=1. Reactant: [C:1]([O:5][C:6](=[O:14])[NH:7][C@@H:8]1[CH2:12][O:11][CH2:10][C@H:9]1[NH2:13])([CH3:4])([CH3:3])[CH3:2].[F:15][C:16]1[CH:29]=[CH:28][C:19]([CH2:20][CH:21]2[CH2:26][CH2:25][C:24](=O)[CH2:23][CH2:22]2)=[CH:18][CH:17]=1.C(O[BH-](OC(=O)C)OC(=O)C)(=O)C.[Na+].Cl.[OH-].[Na+]. The catalyst class is: 26. (6) Product: [O:1]1[CH2:2][CH2:3][O:4][C:5]2[CH:10]=[C:9]([NH:11][C:13]3[N:18]=[C:17]([N:19]4[CH2:24][CH2:23][CH2:22][C@H:21]([C:25]([NH:27][CH2:28][C:29]5[CH:30]=[CH:31][C:32]([CH3:35])=[CH:33][CH:34]=5)=[O:26])[CH2:20]4)[CH:16]=[CH:15][N:14]=3)[CH:8]=[CH:7][C:6]1=2. Reactant: [O:1]1[C:6]2[CH:7]=[CH:8][C:9]([NH2:11])=[CH:10][C:5]=2[O:4][CH2:3][CH2:2]1.Cl[C:13]1[N:18]=[C:17]([N:19]2[CH2:24][CH2:23][CH2:22][C@H:21]([C:25]([NH:27][CH2:28][C:29]3[CH:34]=[CH:33][C:32]([CH3:35])=[CH:31][CH:30]=3)=[O:26])[CH2:20]2)[CH:16]=[CH:15][N:14]=1. The catalyst class is: 16.